From a dataset of Full USPTO retrosynthesis dataset with 1.9M reactions from patents (1976-2016). Predict the reactants needed to synthesize the given product. Given the product [CH3:39][CH:40]1[CH2:43][N:42]([CH2:44][CH2:45][O:46][C:2]2[CH:7]=[CH:6][C:5]([CH:8]3[C:17]([C:18]4[CH:23]=[CH:22][CH:21]=[C:20]([O:24][CH:25]5[CH2:30][CH2:29][CH2:28][CH2:27][O:26]5)[CH:19]=4)=[C:16]([CH3:31])[C:15]4[C:10](=[CH:11][CH:12]=[C:13]([O:32][CH:33]5[CH2:38][CH2:37][CH2:36][CH2:35][O:34]5)[CH:14]=4)[O:9]3)=[CH:4][CH:3]=2)[CH2:41]1, predict the reactants needed to synthesize it. The reactants are: I[C:2]1[CH:7]=[CH:6][C:5]([CH:8]2[C:17]([C:18]3[CH:23]=[CH:22][CH:21]=[C:20]([O:24][CH:25]4[CH2:30][CH2:29][CH2:28][CH2:27][O:26]4)[CH:19]=3)=[C:16]([CH3:31])[C:15]3[C:10](=[CH:11][CH:12]=[C:13]([O:32][CH:33]4[CH2:38][CH2:37][CH2:36][CH2:35][O:34]4)[CH:14]=3)[O:9]2)=[CH:4][CH:3]=1.[CH3:39][CH:40]1[CH2:43][N:42]([CH2:44][CH2:45][OH:46])[CH2:41]1.C([O-])([O-])=O.[K+].[K+].C(#N)CCC.